Dataset: Catalyst prediction with 721,799 reactions and 888 catalyst types from USPTO. Task: Predict which catalyst facilitates the given reaction. (1) Reactant: [C:1]([O:5][C:6]([N:8]([CH2:18][C:19]([OH:21])=O)[CH2:9][CH2:10][O:11][CH:12]1[CH2:17][CH2:16][CH2:15][CH2:14][O:13]1)=[O:7])([CH3:4])([CH3:3])[CH3:2].[NH:22]1[CH2:29][CH2:28][CH2:27][C@H:23]1[C:24]([NH2:26])=[O:25].Cl.CN(C)CCCN=C=NCC.ON1C2C=CC=CC=2N=N1.CN1CCOCC1. Product: [C:1]([O:5][C:6](=[O:7])[N:8]([CH2:18][C:19]([N:22]1[CH2:29][CH2:28][CH2:27][CH:23]1[C:24](=[O:25])[NH2:26])=[O:21])[CH2:9][CH2:10][O:11][CH:12]1[CH2:17][CH2:16][CH2:15][CH2:14][O:13]1)([CH3:2])([CH3:3])[CH3:4]. The catalyst class is: 4. (2) Reactant: [CH2:1]([O:9][C:10]1[CH:15]=[CH:14][C:13]([C:16]2[S:20][C:19]([CH:21]=O)=[CH:18][CH:17]=2)=[CH:12][CH:11]=1)[CH2:2][CH2:3][CH2:4][CH2:5][CH2:6][CH2:7][CH3:8].[C:23]([CH2:25][C:26]([OH:28])=[O:27])#[N:24].N1CCCCC1.Cl. Product: [C:23]([C:25](=[CH:21][C:19]1[S:20][C:16]([C:13]2[CH:12]=[CH:11][C:10]([O:9][CH2:1][CH2:2][CH2:3][CH2:4][CH2:5][CH2:6][CH2:7][CH3:8])=[CH:15][CH:14]=2)=[CH:17][CH:18]=1)[C:26]([OH:28])=[O:27])#[N:24]. The catalyst class is: 47. (3) Reactant: [CH:1]1([C:4]2[CH:5]=[C:6]3[C:11](=[C:12]([F:14])[CH:13]=2)[C:10]([OH:15])=[N:9][CH:8]=[CH:7]3)[CH2:3][CH2:2]1.[C:16]([N:23]1[CH2:28][CH2:27][CH2:26][C@H:25]([OH:29])[CH2:24]1)([O:18][C:19]([CH3:22])([CH3:21])[CH3:20])=[O:17].C1C=CC(P(C2C=CC=CC=2)C2C=CC=CC=2)=CC=1.CC(OC(/N=N/C(OC(C)C)=O)=O)C. Product: [CH:1]1([C:4]2[CH:5]=[C:6]3[C:11](=[C:12]([F:14])[CH:13]=2)[C:10](=[O:15])[N:9]([C@@H:27]2[CH2:26][CH2:25][CH2:24][N:23]([C:16]([O:18][C:19]([CH3:22])([CH3:21])[CH3:20])=[O:17])[CH2:28]2)[CH:8]=[CH:7]3)[CH2:3][CH2:2]1.[CH:1]1([C:4]2[CH:5]=[C:6]3[C:11](=[C:12]([F:14])[CH:13]=2)[C:10]([O:29][C@@H:25]2[CH2:26][CH2:27][CH2:28][N:23]([C:16]([O:18][C:19]([CH3:22])([CH3:21])[CH3:20])=[O:17])[CH2:24]2)=[N:9][CH:8]=[CH:7]3)[CH2:3][CH2:2]1. The catalyst class is: 49. (4) Reactant: [Br:1][C:2]1[CH:3]=[CH:4][C:5](F)=[C:6]([N+:8]([O-:10])=[O:9])[CH:7]=1.[C:12]1([OH:18])[CH:17]=[CH:16][CH:15]=[CH:14][CH:13]=1.BrC1C=CC=C(C=1)OC1C=CC=CC=1C#N.CO[C@@H]1[C@@H](C(OC)=O)[C@@H]2[C@@H](CN3[C@H](C2)C2NC4C=C(OC)C=CC=4C=2CC3)C[C@H]1OC(C1C=C(OC)C(OC)=C(OC)C=1)=O. Product: [Br:1][C:2]1[CH:3]=[CH:4][C:5]([O:18][C:12]2[CH:17]=[CH:16][CH:15]=[CH:14][CH:13]=2)=[C:6]([N+:8]([O-:10])=[O:9])[CH:7]=1. The catalyst class is: 10. (5) Reactant: [C:12](#[N:13])[C:11]1[CH:14]=[CH:15][CH:16]=[CH:17][C:10]=1[S:9][S:9][C:10]1[CH:17]=[CH:16][CH:15]=[CH:14][C:11]=1[C:12]#[N:13].[CH:19]1([Mg]Br)[CH2:21][CH2:20]1. Product: [CH:19]1([S:9][C:10]2[CH:17]=[CH:16][CH:15]=[CH:14][C:11]=2[C:12]#[N:13])[CH2:21][CH2:20]1. The catalyst class is: 1. (6) Reactant: [C:1]([N:4]1[C:13]2[C:8](=[CH:9][C:10]([C:14]3[CH:23]=[CH:22][C:17]([C:18]([O:20]C)=[O:19])=[CH:16][N:15]=3)=[CH:11][CH:12]=2)[C@H:7]([NH:24][C:25]([O:27][C:28]([CH3:31])([CH3:30])[CH3:29])=[O:26])[CH2:6][C@@H:5]1[CH3:32])(=[O:3])[CH3:2].O.[OH-].[Li+].CO. Product: [C:1]([N:4]1[C:13]2[C:8](=[CH:9][C:10]([C:14]3[CH:23]=[CH:22][C:17]([C:18]([OH:20])=[O:19])=[CH:16][N:15]=3)=[CH:11][CH:12]=2)[C@H:7]([NH:24][C:25]([O:27][C:28]([CH3:31])([CH3:30])[CH3:29])=[O:26])[CH2:6][C@@H:5]1[CH3:32])(=[O:3])[CH3:2]. The catalyst class is: 6. (7) Reactant: Cl[C:2]1[N:7]=[CH:6][C:5]2[N:8]=[N:9][N:10]([CH2:11][O:12][CH2:13][CH2:14][Si:15]([CH3:18])([CH3:17])[CH3:16])[C:4]=2[CH:3]=1.[CH3:19][N:20]1[CH:24]=[C:23]([Sn](CCCC)(CCCC)CCCC)[N:22]=[CH:21]1. Product: [CH3:19][N:20]1[CH:24]=[C:23]([C:2]2[N:7]=[CH:6][C:5]3[N:8]=[N:9][N:10]([CH2:11][O:12][CH2:13][CH2:14][Si:15]([CH3:18])([CH3:17])[CH3:16])[C:4]=3[CH:3]=2)[N:22]=[CH:21]1. The catalyst class is: 128.